Dataset: Full USPTO retrosynthesis dataset with 1.9M reactions from patents (1976-2016). Task: Predict the reactants needed to synthesize the given product. (1) Given the product [F:1][C:2]([F:20])([C:13]([F:19])([F:18])[C:14]([F:17])([F:16])[F:15])[CH2:3][CH2:4][CH2:5][CH2:6][CH2:7][NH:22][CH3:21], predict the reactants needed to synthesize it. The reactants are: [F:1][C:2]([F:20])([C:13]([F:19])([F:18])[C:14]([F:17])([F:16])[F:15])[CH2:3][CH2:4][CH2:5][CH2:6][CH2:7]CS([O-])(=O)=O.[CH3:21][NH2:22]. (2) Given the product [C:15]([O:14][C:12](=[O:13])[NH:11][CH2:10][CH:7]([C:1]1[CH:6]=[CH:5][CH:4]=[CH:3][CH:2]=1)[CH2:8][NH2:9])([CH3:18])([CH3:17])[CH3:16], predict the reactants needed to synthesize it. The reactants are: [C:1]1([CH:7]([CH2:10][NH2:11])[CH2:8][NH2:9])[CH:6]=[CH:5][CH:4]=[CH:3][CH:2]=1.[C:12](O[C:12]([O:14][C:15]([CH3:18])([CH3:17])[CH3:16])=[O:13])([O:14][C:15]([CH3:18])([CH3:17])[CH3:16])=[O:13].